Dataset: Forward reaction prediction with 1.9M reactions from USPTO patents (1976-2016). Task: Predict the product of the given reaction. (1) Given the reactants P([O-])([O-])([O-])=O.[K+].[K+].[K+].O.O.O.O.O.O.O.O.O.O.S([O-])([O-])(=O)=O.[Na+].[Na+].Br[C:27]1[CH:32]=[C:31]([C:33]2[C:42]3[C:37](=[CH:38][C:39]([O:45][CH3:46])=[C:40]([O:43][CH3:44])[CH:41]=3)[CH:36]=[C:35]([C:47]([O:49][CH3:50])=[O:48])[C:34]=2[C:51]([O:53][CH3:54])=[O:52])[CH:30]=[CH:29][N:28]=1.[O:55]=[C:56]1[C:65]2[C:60](=[CH:61][CH:62]=[CH:63][CH:64]=2)[NH:59][CH2:58][CH2:57]1.CC1(C)C2C(=C(P(C3C=CC=CC=3)C3C=CC=CC=3)C=CC=2)OC2C(P(C3C=CC=CC=3)C3C=CC=CC=3)=CC=CC1=2.C(O)(=O)CC(CC(O)=O)(C(O)=O)O, predict the reaction product. The product is: [CH3:54][O:53][C:51]([C:34]1[C:35]([C:47]([O:49][CH3:50])=[O:48])=[CH:36][C:37]2[C:42](=[CH:41][C:40]([O:43][CH3:44])=[C:39]([O:45][CH3:46])[CH:38]=2)[C:33]=1[C:31]1[CH:30]=[CH:29][N:28]=[C:27]([N:59]2[C:60]3[C:65](=[CH:64][CH:63]=[CH:62][CH:61]=3)[C:56](=[O:55])[CH2:57][CH2:58]2)[CH:32]=1)=[O:52]. (2) Given the reactants [CH2:1]([O:4][C:5]1[CH:10]=[CH:9][C:8]([CH:11](O)[C:12]([CH3:15])([CH3:14])[CH3:13])=[CH:7][CH:6]=1)[CH:2]=[CH2:3].C[SiH](C)C.FC(F)(F)C(O)=O, predict the reaction product. The product is: [CH2:1]([O:4][C:5]1[CH:6]=[CH:7][C:8]([CH2:11][C:12]([CH3:15])([CH3:14])[CH3:13])=[CH:9][CH:10]=1)[CH:2]=[CH2:3]. (3) Given the reactants [Br:1][C:2]1[NH:3][C:4]([Cl:8])=[C:5]([Cl:7])[N:6]=1.[H-].[Na+].[CH3:11][Si:12]([CH2:15][CH2:16][O:17][CH2:18]Cl)([CH3:14])[CH3:13], predict the reaction product. The product is: [Br:1][C:2]1[N:3]([CH2:18][O:17][CH2:16][CH2:15][Si:12]([CH3:14])([CH3:13])[CH3:11])[C:4]([Cl:8])=[C:5]([Cl:7])[N:6]=1. (4) Given the reactants Cl.[CH3:2][NH:3][C:4]12[CH2:12][CH2:11][CH:8]([CH2:9][CH2:10]1)[CH2:7][N:6]1[C:13](=[O:31])[C:14]([O:22][C:23]([C:25]3[CH:30]=[CH:29][CH:28]=[CH:27][CH:26]=3)=[O:24])=[C:15]([C:17]([O:19][CH2:20][CH3:21])=[O:18])[N:16]=[C:5]21.[F:32][C@@H:33]1[CH2:37][CH2:36][N:35]([C:38](=[O:42])[C:39]([OH:41])=O)[CH2:34]1.C(N(C(C)C)CC)(C)C.F[P-](F)(F)(F)(F)F.N1(OC(N(C)C)=[N+](C)C)C2N=CC=CC=2N=N1, predict the reaction product. The product is: [F:32][C@@H:33]1[CH2:37][CH2:36][N:35]([C:38](=[O:42])[C:39]([N:3]([CH3:2])[C:4]23[CH2:10][CH2:9][CH:8]([CH2:11][CH2:12]2)[CH2:7][N:6]2[C:13](=[O:31])[C:14]([O:22][C:23]([C:25]4[CH:30]=[CH:29][CH:28]=[CH:27][CH:26]=4)=[O:24])=[C:15]([C:17]([O:19][CH2:20][CH3:21])=[O:18])[N:16]=[C:5]32)=[O:41])[CH2:34]1. (5) Given the reactants [CH:1]([NH:4][C:5](=[O:12])[N:6]([CH2:8][C:9](O)=[O:10])[CH3:7])([CH3:3])[CH3:2], predict the reaction product. The product is: [CH:1]([N:4]1[C:9](=[O:10])[CH2:8][N:6]([CH3:7])[C:5]1=[O:12])([CH3:3])[CH3:2]. (6) The product is: [C:36]1([CH:16]([C:10]2[CH:11]=[CH:12][CH:13]=[CH:14][CH:15]=2)[O:17][C:18]2[CH:23]=[CH:22][C:21]([CH2:24][N:25]([CH2:6][C:5]3[CH:8]=[CH:9][C:2]([F:1])=[CH:3][CH:4]=3)[CH2:26][C:27]3[NH:28][CH:29]=[C:30]([C:32]([F:35])([F:34])[F:33])[N:31]=3)=[CH:20][CH:19]=2)[CH:37]=[CH:38][CH:39]=[CH:40][CH:41]=1. Given the reactants [F:1][C:2]1[CH:9]=[CH:8][C:5]([CH2:6]Cl)=[CH:4][CH:3]=1.[C:10]1([CH:16]([C:36]2[CH:41]=[CH:40][CH:39]=[CH:38][CH:37]=2)[O:17][C:18]2[CH:23]=[CH:22][C:21]([CH2:24][NH:25][CH2:26][C:27]3[NH:28][CH:29]=[C:30]([C:32]([F:35])([F:34])[F:33])[N:31]=3)=[CH:20][CH:19]=2)[CH:15]=[CH:14][CH:13]=[CH:12][CH:11]=1.C(=O)([O-])[O-].[K+].[K+], predict the reaction product. (7) The product is: [S:1]([OH:5])([OH:4])(=[O:3])=[O:2].[Cl:6][C:7]1[CH:12]=[CH:11][C:10]([CH:13]2[N:17]([C:18]3[CH:23]=[CH:22][C:21]([Cl:24])=[CH:20][C:19]=3[Cl:25])[N:16]=[C:15]([C:26]([NH:28][N:29]3[CH2:30][CH2:31][CH2:32][CH2:33][CH2:34]3)=[O:27])[CH2:14]2)=[CH:9][CH:8]=1. Given the reactants [S:1](=[O:5])(=[O:4])([OH:3])[OH:2].[Cl:6][C:7]1[CH:12]=[CH:11][C:10]([CH:13]2[N:17]([C:18]3[CH:23]=[CH:22][C:21]([Cl:24])=[CH:20][C:19]=3[Cl:25])[N:16]=[C:15]([C:26]([NH:28][N:29]3[CH2:34][CH2:33][CH2:32][CH2:31][CH2:30]3)=[O:27])[CH2:14]2)=[CH:9][CH:8]=1, predict the reaction product. (8) Given the reactants CS(O[CH2:6][C@H:7]1[CH2:12][N:11]([CH2:13][C:14]2[CH:19]=[CH:18][CH:17]=[CH:16][CH:15]=2)[CH2:10][CH2:9][N:8]1[CH2:20][C:21]1[CH:26]=[CH:25][CH:24]=[CH:23][CH:22]=1)(=O)=O.[NH2:27][C:28]1[CH:33]=[CH:32][CH:31]=[CH:30][CH:29]=1, predict the reaction product. The product is: [CH2:20]([N:8]1[CH2:9][CH2:10][N:11]([CH2:13][C:14]2[CH:19]=[CH:18][CH:17]=[CH:16][CH:15]=2)[CH2:12][C@@H:7]1[CH2:6][NH:27][C:28]1[CH:33]=[CH:32][CH:31]=[CH:30][CH:29]=1)[C:21]1[CH:26]=[CH:25][CH:24]=[CH:23][CH:22]=1. (9) Given the reactants [Cl:1][C:2]1[CH:3]=[C:4]([CH:6]=[CH:7][C:8]=1[O:9][C:10]1[CH:15]=[CH:14][CH:13]=[CH:12][CH:11]=1)[NH2:5].[C:16](N1C=CN=C1)(N1C=CN=C1)=[S:17], predict the reaction product. The product is: [Cl:1][C:2]1[CH:3]=[C:4]([N:5]=[C:16]=[S:17])[CH:6]=[CH:7][C:8]=1[O:9][C:10]1[CH:15]=[CH:14][CH:13]=[CH:12][CH:11]=1.